Dataset: Reaction yield outcomes from USPTO patents with 853,638 reactions. Task: Predict the reaction yield, written as a fraction of the theoretical maximum amount of product (1.0 means a 100% yield; for example, 0.34 means a 34% yield). The yield is 0.393. The catalyst is C(Cl)Cl. The product is [NH2:31][C:16]1([C:14]([NH:13][C@@H:9]([C:6]2[CH:5]=[CH:4][C:3]([Cl:2])=[CH:8][CH:7]=2)[CH2:10][CH2:11][OH:12])=[O:15])[CH2:17][CH2:18][N:19]([C:22]2[C:23]3[CH:30]=[CH:29][NH:28][C:24]=3[N:25]=[CH:26][N:27]=2)[CH2:20][CH2:21]1. The reactants are Cl.[Cl:2][C:3]1[CH:8]=[CH:7][C:6]([C@H:9]([NH:13][C:14]([C:16]2([NH:31]C(=O)OC(C)(C)C)[CH2:21][CH2:20][N:19]([C:22]3[C:23]4[CH:30]=[CH:29][NH:28][C:24]=4[N:25]=[CH:26][N:27]=3)[CH2:18][CH2:17]2)=[O:15])[CH2:10][CH2:11][OH:12])=[CH:5][CH:4]=1.